From a dataset of Retrosynthesis with 50K atom-mapped reactions and 10 reaction types from USPTO. Predict the reactants needed to synthesize the given product. (1) Given the product Nc1nc(-c2cc(F)cc(F)c2)nc2c1ncn2[C@@H]1O[C@H](CO)[C@@H](O)[C@H]1O, predict the reactants needed to synthesize it. The reactants are: Nc1nc(I)nc2c1ncn2[C@@H]1O[C@H](CO)[C@@H](O)[C@H]1O.OB(O)c1cc(F)cc(F)c1. (2) The reactants are: NCc1ccc(CN)cc1.O=C(Cl)OCc1ccccc1. Given the product NCc1ccc(CNC(=O)OCc2ccccc2)cc1, predict the reactants needed to synthesize it. (3) Given the product Cc1cc(Br)c2[nH]c3c(c2c1)CN(C)CC3, predict the reactants needed to synthesize it. The reactants are: CN1CCC(=O)CC1.Cc1ccc(NN)c(Br)c1. (4) Given the product Cc1ccc(S(=O)(=O)OCCc2ccnn2C)cc1, predict the reactants needed to synthesize it. The reactants are: Cc1ccc(S(=O)(=O)Cl)cc1.Cn1nccc1CCO. (5) Given the product Nc1cc(C(F)(F)F)ccc1NC(=O)CCCCCNC(=O)C=C1c2ccccc2-c2ccccc21, predict the reactants needed to synthesize it. The reactants are: Nc1ccc(C(F)(F)F)cc1N.O=C(O)CCCCCNC(=O)C=C1c2ccccc2-c2ccccc21. (6) Given the product O=C(O)C1=Cc2cc(OCc3ccc(-c4ccccc4)cc3)ccc2CCC1, predict the reactants needed to synthesize it. The reactants are: COC(=O)C1=Cc2cc(OCc3ccc(-c4ccccc4)cc3)ccc2CCC1. (7) Given the product CC1(C)Cc2sc(C(=O)O)cc2C1=O, predict the reactants needed to synthesize it. The reactants are: CCOC(=O)c1cc2c(s1)CC(C)(C)C2=O.